From a dataset of Drug-target binding data from BindingDB using IC50 measurements. Regression. Given a target protein amino acid sequence and a drug SMILES string, predict the binding affinity score between them. We predict pIC50 (pIC50 = -log10(IC50 in M); higher means more potent). Dataset: bindingdb_ic50. (1) The small molecule is O=C(OCc1ccccc1)N1C[C@H](F)[C@@H]2[C@H]1C(=O)N2S(=O)(=O)[O-]. The target protein (P24735) has sequence MRDTRFPCLCGIAASTLLFATTPAIAGEAPADRLKALVDAAVQPVMKANDIPGLAVAISLKGEPHYFSYGLASKEDGRRVTPETLFEIGSVSKTFTATLAGYALTQDKMRLDDRASQHWPALQGSRFDGISLLDLATYTAGGLPLQFPDSVQKDQAQIRDYYRQWQPTYAPGSQRLYSNPSIGLFGYLAARSLGQPFERLMEQQVFPALGLEQTHLDVPEAALAQYAQGYGKDDRPLRVGPGPLDAEGYGVKTSAADLLRFVDANLHPERLDRPWAQALDATHRGYYKVGDMTQGLGWEAYDWPISLKRLQAGNSTPMALQPHRIARLPAPQALEGQRLLNKTGSTNGFGAYVAFVPGRDLGLVILANRNYPNAERVKIAYAILSGLEQQGKVPLKR. The pIC50 is 6.4. (2) The compound is CCSC[C@H]1c2cccc(O)c2C(=O)C2C(=O)[C@]3(O)C(=O)C(C(N)=O)C(=O)[C@@H](N(C)C)C3[C@@H](O)C21. The target protein (P0AEY8) has sequence MQNKLASGARLGRQALLFPLCLVLYEFSTYIGNDMIQPGMLAVVEQYQAGIDWVPTSMTAYLAGGMFLQWLLGPLSDRIGRRPVMLAGVVWFIVTCLAILLAQNIEQFTLLRFLQGISLCFIGAVGYAAIQESFEEAVCIKITALMANVALIAPLLGPLVGAAWIHVLPWEGMFVLFAALAAISFFGLQRAMPETATRIGEKLSLKELGRDYKLVLKNGRFVAGALALGFVSLPLLAWIAQSPIIIITGEQLSSYEYGLLQVPIFGALIAGNLLLARLTSRRTVRSLIIMGGWPIMIGLLVAAAATVISSHAYLWMTAGLSIYAFGIGLANAGLVRLTLFASDMSKGTVSAAMGMLQMLIFTVGIEISKHAWLNGGNGLFNLFNLVNGILWLSLMVIFLKDKQMGNSHEG. The pIC50 is 6.2.